From a dataset of Reaction yield outcomes from USPTO patents with 853,638 reactions. Predict the reaction yield, written as a fraction of the theoretical maximum amount of product (1.0 means a 100% yield; for example, 0.34 means a 34% yield). The reactants are [CH3:1][C:2]([C:10]1[CH:15]=[CH:14][C:13]([NH2:16])=[CH:12][CH:11]=1)([C:4]1[O:5][C:6]([CH3:9])=[N:7][N:8]=1)[CH3:3].[CH3:17][O:18][C:19]1[CH:20]=[C:21]([CH:25]=[CH:26][C:27]=1[O:28][CH3:29])[C:22](Cl)=[O:23].C(N(CC)CC)C. The catalyst is C(Cl)Cl. The product is [CH3:17][O:18][C:19]1[CH:20]=[C:21]([CH:25]=[CH:26][C:27]=1[O:28][CH3:29])[C:22]([NH:16][C:13]1[CH:12]=[CH:11][C:10]([C:2]([CH3:1])([C:4]2[O:5][C:6]([CH3:9])=[N:7][N:8]=2)[CH3:3])=[CH:15][CH:14]=1)=[O:23]. The yield is 0.100.